Regression. Given two drug SMILES strings and cell line genomic features, predict the synergy score measuring deviation from expected non-interaction effect. From a dataset of NCI-60 drug combinations with 297,098 pairs across 59 cell lines. (1) Drug 1: CCCS(=O)(=O)NC1=C(C(=C(C=C1)F)C(=O)C2=CNC3=C2C=C(C=N3)C4=CC=C(C=C4)Cl)F. Drug 2: C1=CC=C(C(=C1)C(C2=CC=C(C=C2)Cl)C(Cl)Cl)Cl. Cell line: COLO 205. Synergy scores: CSS=42.9, Synergy_ZIP=7.61, Synergy_Bliss=11.0, Synergy_Loewe=-22.4, Synergy_HSA=10.0. (2) Drug 1: CN1C2=C(C=C(C=C2)N(CCCl)CCCl)N=C1CCCC(=O)O.Cl. Drug 2: COC1=C2C(=CC3=C1OC=C3)C=CC(=O)O2. Cell line: OVCAR-5. Synergy scores: CSS=1.22, Synergy_ZIP=-1.31, Synergy_Bliss=-0.632, Synergy_Loewe=-0.287, Synergy_HSA=-0.123. (3) Drug 1: CC(CN1CC(=O)NC(=O)C1)N2CC(=O)NC(=O)C2. Drug 2: CC1CCCC2(C(O2)CC(NC(=O)CC(C(C(=O)C(C1O)C)(C)C)O)C(=CC3=CSC(=N3)C)C)C. Cell line: IGROV1. Synergy scores: CSS=12.6, Synergy_ZIP=-5.95, Synergy_Bliss=-2.44, Synergy_Loewe=-2.91, Synergy_HSA=-2.97. (4) Drug 1: C1=C(C(=O)NC(=O)N1)F. Drug 2: CC1=C(N=C(N=C1N)C(CC(=O)N)NCC(C(=O)N)N)C(=O)NC(C(C2=CN=CN2)OC3C(C(C(C(O3)CO)O)O)OC4C(C(C(C(O4)CO)O)OC(=O)N)O)C(=O)NC(C)C(C(C)C(=O)NC(C(C)O)C(=O)NCCC5=NC(=CS5)C6=NC(=CS6)C(=O)NCCC[S+](C)C)O. Cell line: NCI-H322M. Synergy scores: CSS=18.1, Synergy_ZIP=-0.723, Synergy_Bliss=-1.40, Synergy_Loewe=-1.53, Synergy_HSA=-1.46. (5) Drug 1: CC=C1C(=O)NC(C(=O)OC2CC(=O)NC(C(=O)NC(CSSCCC=C2)C(=O)N1)C(C)C)C(C)C. Drug 2: C(CN)CNCCSP(=O)(O)O. Cell line: T-47D. Synergy scores: CSS=6.66, Synergy_ZIP=2.30, Synergy_Bliss=2.24, Synergy_Loewe=-14.2, Synergy_HSA=2.35. (6) Drug 1: C1=CC(=C2C(=C1NCCNCCO)C(=O)C3=C(C=CC(=C3C2=O)O)O)NCCNCCO. Drug 2: C(=O)(N)NO. Cell line: ACHN. Synergy scores: CSS=69.4, Synergy_ZIP=7.50, Synergy_Bliss=9.71, Synergy_Loewe=-3.51, Synergy_HSA=13.7. (7) Drug 1: CN(CC1=CN=C2C(=N1)C(=NC(=N2)N)N)C3=CC=C(C=C3)C(=O)NC(CCC(=O)O)C(=O)O. Drug 2: C1=CN(C(=O)N=C1N)C2C(C(C(O2)CO)O)O.Cl. Cell line: HT29. Synergy scores: CSS=26.4, Synergy_ZIP=-5.38, Synergy_Bliss=-4.27, Synergy_Loewe=-23.4, Synergy_HSA=-8.33.